This data is from Forward reaction prediction with 1.9M reactions from USPTO patents (1976-2016). The task is: Predict the product of the given reaction. (1) Given the reactants Cl[C:2]1[CH:7]=[C:6]([C:8]([F:11])([F:10])[F:9])[CH:5]=[CH:4][N:3]=1.[NH:12]1[CH2:17][CH2:16][NH:15][CH2:14][CH2:13]1.C(N(CC)CC)C, predict the reaction product. The product is: [F:9][C:8]([F:11])([F:10])[C:6]1[CH:5]=[CH:4][N:3]=[C:2]([N:12]2[CH2:17][CH2:16][NH:15][CH2:14][CH2:13]2)[CH:7]=1. (2) Given the reactants [Cl:1][C:2]1[CH:7]=[CH:6][C:5]([C@H:8]2[C@H:13]([OH:14])[C@@H:12]([OH:15])[C@H:11]([OH:16])[C@@H:10]([CH2:17][OH:18])[O:9]2)=[CH:4][C:3]=1[CH2:19][C:20]1[CH:25]=[CH:24][C:23]([O:26][CH2:27][CH3:28])=[CH:22][CH:21]=1.[C:29](Cl)([C:42]1[CH:47]=[CH:46][CH:45]=[CH:44][CH:43]=1)([C:36]1[CH:41]=[CH:40][CH:39]=[CH:38][CH:37]=1)[C:30]1[CH:35]=[CH:34][CH:33]=[CH:32][CH:31]=1, predict the reaction product. The product is: [Cl:1][C:2]1[CH:7]=[CH:6][C:5]([C@H:8]2[C@H:13]([OH:14])[C@@H:12]([OH:15])[C@H:11]([OH:16])[C@@H:10]([CH2:17][O:18][C:29]([C:30]3[CH:35]=[CH:34][CH:33]=[CH:32][CH:31]=3)([C:42]3[CH:43]=[CH:44][CH:45]=[CH:46][CH:47]=3)[C:36]3[CH:37]=[CH:38][CH:39]=[CH:40][CH:41]=3)[O:9]2)=[CH:4][C:3]=1[CH2:19][C:20]1[CH:21]=[CH:22][C:23]([O:26][CH2:27][CH3:28])=[CH:24][CH:25]=1. (3) Given the reactants Br[C:2]1[N:3]=[C:4]2[N:9]([CH:10]=1)[CH:8]=[C:7]([C:11]([O:13][CH3:14])=[O:12])[CH:6]=[CH:5]2.[CH3:15][N:16]([C:24]1[CH:29]=[CH:28][C:27](B2OC(C)(C)C(C)(C)O2)=[CH:26][N:25]=1)[C:17](=[O:23])[O:18][C:19]([CH3:22])([CH3:21])[CH3:20].C(=O)([O-])[O-].[Cs+].[Cs+], predict the reaction product. The product is: [CH3:15][N:16]([C:17]([O:18][C:19]([CH3:22])([CH3:21])[CH3:20])=[O:23])[C:24]1[N:25]=[CH:26][C:27]([C:2]2[N:3]=[C:4]3[N:9]([CH:10]=2)[CH:8]=[C:7]([C:11]([O:13][CH3:14])=[O:12])[CH:6]=[CH:5]3)=[CH:28][CH:29]=1. (4) Given the reactants C([O:8][C:9]1[CH:31]=[CH:30][C:12]([CH2:13][CH2:14][N:15]2[CH2:20][CH2:19][N:18]([CH2:21][CH2:22][CH2:23][C:24]3[CH:29]=[CH:28][CH:27]=[CH:26][CH:25]=3)[CH2:17][CH2:16]2)=[CH:11][C:10]=1[O:32][CH3:33])C1C=CC=CC=1, predict the reaction product. The product is: [CH3:33][O:32][C:10]1[CH:11]=[C:12]([CH2:13][CH2:14][N:15]2[CH2:16][CH2:17][N:18]([CH2:21][CH2:22][CH2:23][C:24]3[CH:29]=[CH:28][CH:27]=[CH:26][CH:25]=3)[CH2:19][CH2:20]2)[CH:30]=[CH:31][C:9]=1[OH:8]. (5) Given the reactants [Br:1][C:2]1[CH:3]=[CH:4][C:5]([NH:12][S:13]([CH3:16])(=[O:15])=[O:14])=[C:6]([CH:11]=1)[C:7](OC)=[O:8].[H-].[Al+3].[Li+].[H-].[H-].[H-], predict the reaction product. The product is: [Br:1][C:2]1[CH:3]=[CH:4][C:5]([NH:12][S:13]([CH3:16])(=[O:15])=[O:14])=[C:6]([CH2:7][OH:8])[CH:11]=1. (6) Given the reactants [C:1]1([C:35]2[CH:40]=[CH:39][CH:38]=[CH:37][CH:36]=2)[CH:6]=[CH:5][C:4]([C@@:7]23[CH2:25][N:18]([C@H:19]([C:21]([O:23]C)=[O:22])[CH2:20]2)[C:17](=[O:26])[C@@H:16]([NH:27][C:28]([O:30][C:31]([CH3:34])([CH3:33])[CH3:32])=[O:29])[CH2:15][CH2:14][CH2:13][CH2:12][CH:11]=[CH:10][CH2:9][S:8]3)=[CH:3][CH:2]=1.O.[OH-].[Li+], predict the reaction product. The product is: [C:1]1([C:35]2[CH:36]=[CH:37][CH:38]=[CH:39][CH:40]=2)[CH:6]=[CH:5][C:4]([C@@:7]23[CH2:25][N:18]([C@H:19]([C:21]([OH:23])=[O:22])[CH2:20]2)[C:17](=[O:26])[C@@H:16]([NH:27][C:28]([O:30][C:31]([CH3:34])([CH3:32])[CH3:33])=[O:29])[CH2:15][CH2:14][CH2:13][CH2:12][CH:11]=[CH:10][CH2:9][S:8]3)=[CH:3][CH:2]=1. (7) Given the reactants C(N1CCO[C@H](CC2C=CC=C(C=CC3C=NC=CC=3)C=2)C1)(OC(C)(C)C)=O.[CH2:29]([N:36]1[CH2:41][CH2:40][O:39][CH:38]([CH2:42][C:43]2[CH:48]=[CH:47][CH:46]=[C:45]([CH3:49])[CH:44]=2)[C:37]1=O)[C:30]1[CH:35]=[CH:34][CH:33]=[CH:32][CH:31]=1.B, predict the reaction product. The product is: [CH2:29]([N:36]1[CH2:41][CH2:40][O:39][CH:38]([CH2:42][C:43]2[CH:48]=[CH:47][CH:46]=[C:45]([CH3:49])[CH:44]=2)[CH2:37]1)[C:30]1[CH:31]=[CH:32][CH:33]=[CH:34][CH:35]=1.